Dataset: Forward reaction prediction with 1.9M reactions from USPTO patents (1976-2016). Task: Predict the product of the given reaction. (1) Given the reactants Br[C:2]12[CH2:11][C:6]3([CH3:12])[CH2:7][CH:8]([CH2:10][C:4]([CH3:13])([CH2:5]3)[CH2:3]1)[CH2:9]2.[Na], predict the reaction product. The product is: [CH3:8][C:2]12[CH2:9][CH:8]3[CH2:7][C:6]([CH3:12])([CH2:5][C:4]([C:13]45[CH2:13][C:4]6([CH3:10])[CH2:3][CH:2]([CH2:11][C:6]([CH3:12])([CH2:5]6)[CH2:7]4)[CH2:9]5)([CH2:10]3)[CH2:3]1)[CH2:11]2. (2) Given the reactants [NH2:1][C:2]1[C:11]2[N:12]=[C:13]([CH2:20][O:21][CH3:22])[N:14]([CH2:15][C:16]([OH:19])([CH3:18])[CH3:17])[C:10]=2[C:9]2[CH:8]=[CH:7][C:6]([CH2:23][CH2:24][C:25](O)=[O:26])=[CH:5][C:4]=2[N:3]=1.ON1C2C=CC=CC=2N=N1.[CH3:38][N:39](C)[CH2:40]CCN=C=NCC.Cl.CNC, predict the reaction product. The product is: [NH2:1][C:2]1[C:11]2[N:12]=[C:13]([CH2:20][O:21][CH3:22])[N:14]([CH2:15][C:16]([OH:19])([CH3:18])[CH3:17])[C:10]=2[C:9]2[CH:8]=[CH:7][C:6]([CH2:23][CH2:24][C:25]([N:39]([CH3:40])[CH3:38])=[O:26])=[CH:5][C:4]=2[N:3]=1. (3) Given the reactants Br[C:2]1[CH:3]=[N:4][CH:5]=[C:6]([C:8]([F:11])([F:10])[F:9])[CH:7]=1.[C:12](=[NH:25])([C:19]1[CH:24]=[CH:23][CH:22]=[CH:21][CH:20]=1)[C:13]1[CH:18]=[CH:17][CH:16]=[CH:15][CH:14]=1.C([O-])([O-])=O.[Cs+].[Cs+].O, predict the reaction product. The product is: [C:19]1([C:12]([C:13]2[CH:14]=[CH:15][CH:16]=[CH:17][CH:18]=2)=[N:25][C:2]2[CH:3]=[N:4][CH:5]=[C:6]([C:8]([F:11])([F:10])[F:9])[CH:7]=2)[CH:20]=[CH:21][CH:22]=[CH:23][CH:24]=1. (4) Given the reactants [C:1]1([C:7]2[NH:8][C:9]([C:15]3[CH:20]=[CH:19][N:18]=[CH:17][CH:16]=3)=[CH:10][C:11]=2[C:12](N)=[O:13])[CH:6]=[CH:5][CH:4]=[CH:3][CH:2]=1.C1([C:40]2[CH:45]=CC=CC=2)C=CC=CC=1P(C1CCCCC1)C1CCCCC1.CC([O-:50])(C)C.[Na+].[CH3:52][N:53]1[CH2:58][CH2:57][NH:56][CH2:55][CH2:54]1, predict the reaction product. The product is: [CH2:45]([O:13][C:12]([C:11]1[CH:10]=[C:9]([C:15]2[CH:20]=[CH:19][N:18]=[CH:17][CH:16]=2)[NH:8][C:7]=1[C:1]1[CH:6]=[CH:5][C:4]([N:56]2[CH2:57][CH2:58][N:53]([CH3:52])[CH2:54][CH2:55]2)=[CH:3][CH:2]=1)=[O:50])[CH3:40]. (5) Given the reactants [C:1]1([CH:7]2[C:11](=[S:12])[NH:10][N:9]=[C:8]2[C:13]2[CH:18]=[CH:17][C:16]([CH3:19])=[CH:15][CH:14]=2)[CH:6]=[CH:5][CH:4]=[CH:3][CH:2]=1.C1([C:26]2[C:27](C3C=CC(C)=CC=3)=[N:28]NC=2SSC2NN=C(C3C=CC(C)=CC=3)C=2C2C=CC=CC=2)C=CC=CC=1.BrCC#N.C([O-])([O-])=O.[K+].[K+], predict the reaction product. The product is: [C:1]1([C:7]2[C:8]([C:13]3[CH:14]=[CH:15][C:16]([CH3:19])=[CH:17][CH:18]=3)=[N:9][NH:10][C:11]=2[S:12][CH2:26][C:27]#[N:28])[CH:2]=[CH:3][CH:4]=[CH:5][CH:6]=1. (6) Given the reactants Cl.[CH3:2][C:3]1[C:4]([N:12]2[CH2:17][CH2:16][NH:15][C@H:14]([CH3:18])[CH2:13]2)=[N:5][CH:6]=[C:7]([CH:11]=1)[C:8]([OH:10])=[O:9].Cl.[CH3:20][CH2:21]O, predict the reaction product. The product is: [CH2:20]([O:9][C:8](=[O:10])[C:7]1[CH:11]=[C:3]([CH3:2])[C:4]([N:12]2[CH2:17][CH2:16][NH:15][C@H:14]([CH3:18])[CH2:13]2)=[N:5][CH:6]=1)[CH3:21]. (7) Given the reactants [C:1]([O:5][C:6]([NH:8][C@@H:9]([CH2:37][CH:38]=[CH2:39])[C:10]([N:12]1[CH2:16][C@H:15]([OH:17])[CH2:14][C@H:13]1[C:18]([NH:20][C@:21]1([C:32]([O:34][CH2:35][CH3:36])=[O:33])[CH2:23][C@H:22]1[CH2:24][C:25]([F:31])([F:30])[CH2:26][CH2:27]C=C)=[O:19])=[O:11])=[O:7])([CH3:4])([CH3:3])[CH3:2].SC1N=CC=CC=1C(O)=O.C(=O)(O)[O-].[Na+].O, predict the reaction product. The product is: [C:1]([O:5][C:6]([NH:8][C@@H:9]1[C:10](=[O:11])[N:12]2[CH2:16][C@H:15]([OH:17])[CH2:14][C@H:13]2[C:18](=[O:19])[NH:20][C@:21]2([C:32]([O:34][CH2:35][CH3:36])=[O:33])[CH2:23][C@H:22]2[CH2:24][C:25]([F:30])([F:31])[CH2:26][CH2:27][CH:39]=[CH:38][CH2:37]1)=[O:7])([CH3:3])([CH3:2])[CH3:4].